This data is from Reaction yield outcomes from USPTO patents with 853,638 reactions. The task is: Predict the reaction yield, written as a fraction of the theoretical maximum amount of product (1.0 means a 100% yield; for example, 0.34 means a 34% yield). (1) The reactants are [CH:1]([NH:4]C(C)C)(C)[CH3:2].C([Li])CCC.C(#N)C.[F:16][C:17]([F:27])([F:26])[C:18]1[N:23]=[C:22]([C:24]#[N:25])[CH:21]=[CH:20][CH:19]=1. The catalyst is C1COCC1.O. The product is [NH2:25][C:24]([C:22]1[CH:21]=[CH:20][CH:19]=[C:18]([C:17]([F:26])([F:16])[F:27])[N:23]=1)=[CH:2][C:1]#[N:4]. The yield is 0.890. (2) The reactants are [N:1]([C:4]1[C:9]([F:10])=[C:8]([Cl:11])[CH:7]=[CH:6][C:5]=1[F:12])=[N+:2]=[N-:3].Cl[C:14]1C(F)=C(C(F)=C[CH:20]=1)N.N([O-])=O.[Na+].[N-]=[N+]=[N-].[Na+].[C:31]([OH:37])([C:33](F)(F)F)=[O:32]. The catalyst is O. The product is [Cl:11][C:8]1[C:9]([F:10])=[C:4]([N:1]2[C:14]([CH3:20])=[C:33]([C:31]([OH:37])=[O:32])[N:3]=[N:2]2)[C:5]([F:12])=[CH:6][CH:7]=1. The yield is 0.560. (3) The reactants are C(O[C:4](=[O:17])[CH2:5][C:6]1([NH:9][CH2:10][CH2:11][C:12]([O:14][CH2:15][CH3:16])=[O:13])[CH2:8][CH2:7]1)C.CC([O-])(C)C.[K+].C(Cl)Cl. The catalyst is C1COCC1. The product is [O:17]=[C:4]1[CH2:5][C:6]2([CH2:7][CH2:8]2)[NH:9][CH2:10][CH:11]1[C:12]([O:14][CH2:15][CH3:16])=[O:13]. The yield is 0.600.